This data is from Full USPTO retrosynthesis dataset with 1.9M reactions from patents (1976-2016). The task is: Predict the reactants needed to synthesize the given product. (1) Given the product [C:1]1([C:7]2[N:8]=[C:9]3[CH:14]=[CH:13][C:12]4[O:15][CH2:16][CH2:17][C:11]=4[N:10]3[C:18]=2[CH2:19][CH2:20][NH:21][C:29](=[O:31])[CH3:30])[CH:2]=[CH:3][CH:4]=[CH:5][CH:6]=1, predict the reactants needed to synthesize it. The reactants are: [C:1]1([C:7]2[N:8]=[C:9]3[CH:14]=[CH:13][C:12]4[O:15][CH2:16][CH2:17][C:11]=4[N:10]3[C:18]=2[CH2:19][C:20]#[N:21])[CH:6]=[CH:5][CH:4]=[CH:3][CH:2]=1.C(N(CC)CC)C.[C:29](Cl)(=[O:31])[CH3:30]. (2) Given the product [CH2:1]([O:8][C:9](=[O:19])[C@@H:10]([O:18][C:22]1[CH:23]=[CH:24][C:25]([C:27]([O:36][CH2:37][C:38]2[CH:39]=[CH:40][C:41]([O:44][CH3:45])=[CH:42][CH:43]=2)([C:28]([F:31])([F:30])[F:29])[C:32]([F:33])([F:34])[F:35])=[CH:26][C:21]=1[CH3:20])[CH2:11][C:12]1[CH:13]=[CH:14][CH:15]=[CH:16][CH:17]=1)[C:2]1[CH:3]=[CH:4][CH:5]=[CH:6][CH:7]=1, predict the reactants needed to synthesize it. The reactants are: [CH2:1]([O:8][C:9](=[O:19])[C@H:10]([OH:18])[CH2:11][C:12]1[CH:17]=[CH:16][CH:15]=[CH:14][CH:13]=1)[C:2]1[CH:7]=[CH:6][CH:5]=[CH:4][CH:3]=1.[CH3:20][C:21]1[CH:26]=[C:25]([C:27]([O:36][CH2:37][C:38]2[CH:43]=[CH:42][C:41]([O:44][CH3:45])=[CH:40][CH:39]=2)([C:32]([F:35])([F:34])[F:33])[C:28]([F:31])([F:30])[F:29])[CH:24]=[CH:23][C:22]=1O.C1(P(C2C=CC=CC=2)C2C=CC=CC=2)C=CC=CC=1.CCOC(/N=N/C(OCC)=O)=O. (3) Given the product [ClH:39].[F:13][C:10]([F:11])([F:12])[C:8]1[CH:7]=[C:6]([C@H:14]([O:16][C@H:17]2[CH2:22][CH2:21][N:20]([C:23]([CH:25]3[CH2:26][CH2:27][N:28]([CH2:40][C:41]([N:43]([CH3:45])[CH3:44])=[O:42])[CH2:29][CH2:30]3)=[O:24])[CH2:19][C@H:18]2[C:31]2[CH:36]=[CH:35][CH:34]=[CH:33][CH:32]=2)[CH3:15])[CH:5]=[C:4]([C:3]([F:2])([F:37])[F:38])[CH:9]=1, predict the reactants needed to synthesize it. The reactants are: Cl.[F:2][C:3]([F:38])([F:37])[C:4]1[CH:5]=[C:6]([C@H:14]([O:16][C@H:17]2[CH2:22][CH2:21][N:20]([C:23]([CH:25]3[CH2:30][CH2:29][NH:28][CH2:27][CH2:26]3)=[O:24])[CH2:19][C@H:18]2[C:31]2[CH:36]=[CH:35][CH:34]=[CH:33][CH:32]=2)[CH3:15])[CH:7]=[C:8]([C:10]([F:13])([F:12])[F:11])[CH:9]=1.[Cl:39][CH2:40][C:41]([N:43]([CH3:45])[CH3:44])=[O:42]. (4) Given the product [C:17]1(/[CH:16]=[CH:15]/[CH:4]2[NH:3][C:2]3[NH:23][C:10](=[O:11])[CH2:9][CH2:8][C:7]=3[CH:6]=[N:5]2)[CH:22]=[CH:21][CH:20]=[CH:19][CH:18]=1, predict the reactants needed to synthesize it. The reactants are: Cl[C:2]1[C:7]([CH2:8][CH2:9][C:10](OCC)=[O:11])=[CH:6][N:5]=[C:4](/[CH:15]=[CH:16]/[C:17]2[CH:22]=[CH:21][CH:20]=[CH:19][CH:18]=2)[N:3]=1.[NH3:23].CO. (5) Given the product [F:1][C:2]1[C:11]([O:12][CH3:13])=[C:10]2[C:5]([C:6](=[O:23])[C:7]([C:18]([OH:20])=[O:19])=[CH:8][N:9]2[C@@H:14]2[CH2:16][C@@H:15]2[F:17])=[CH:4][CH:3]=1, predict the reactants needed to synthesize it. The reactants are: [F:1][C:2]1[C:11]([O:12][CH3:13])=[C:10]2[C:5]([C:6](=[O:23])[C:7]([C:18]([O:20]CC)=[O:19])=[CH:8][N:9]2[C@@H:14]2[CH2:16][C@@H:15]2[F:17])=[CH:4][CH:3]=1.Cl. (6) Given the product [Br:14][C:15]1[CH:21]=[CH:20][C:18]([NH:19][C:2]2[N:7]=[C:6]([NH:8][CH3:9])[C:5]([C:10]([F:13])([F:12])[F:11])=[CH:4][N:3]=2)=[C:17]([O:22][CH3:23])[CH:16]=1, predict the reactants needed to synthesize it. The reactants are: Cl[C:2]1[N:7]=[C:6]([NH:8][CH3:9])[C:5]([C:10]([F:13])([F:12])[F:11])=[CH:4][N:3]=1.[Br:14][C:15]1[CH:21]=[CH:20][C:18]([NH2:19])=[C:17]([O:22][CH3:23])[CH:16]=1.C1(C)C=CC(S(O)(=O)=O)=CC=1.